Dataset: Full USPTO retrosynthesis dataset with 1.9M reactions from patents (1976-2016). Task: Predict the reactants needed to synthesize the given product. (1) The reactants are: Cl[CH2:2][O:3][CH2:4][C:5]1[CH:10]=[CH:9][CH:8]=[CH:7][CH:6]=1.[CH3:11][CH:12]([C:18](=[O:24])[C:19]([O:21][CH2:22][CH3:23])=[O:20])[C:13]([O:15][CH2:16][CH3:17])=[O:14]. Given the product [CH2:4]([O:3][CH2:2][C:12]([CH3:11])([C:18](=[O:24])[C:19]([O:21][CH2:22][CH3:23])=[O:20])[C:13]([O:15][CH2:16][CH3:17])=[O:14])[C:5]1[CH:10]=[CH:9][CH:8]=[CH:7][CH:6]=1, predict the reactants needed to synthesize it. (2) Given the product [N:28]1([CH2:33][C:34]2[CH:41]=[CH:40][C:37]([C:38]3[NH:8][C:5]4=[N:6][CH:7]=[C:2]([Br:1])[C:3]([N:12]5[CH2:17][CH2:16][N:15]([CH2:18][C:19]6[N:20]=[C:21]([CH3:24])[S:22][CH:23]=6)[CH2:14][CH2:13]5)=[C:4]4[N:9]=3)=[CH:36][CH:35]=2)[CH:32]=[CH:31][CH:30]=[N:29]1, predict the reactants needed to synthesize it. The reactants are: [Br:1][C:2]1[C:3]([N:12]2[CH2:17][CH2:16][N:15]([CH2:18][C:19]3[N:20]=[C:21]([CH3:24])[S:22][CH:23]=3)[CH2:14][CH2:13]2)=[C:4]([N+:9]([O-])=O)[C:5]([NH2:8])=[N:6][CH:7]=1.CCO.[N:28]1([CH2:33][C:34]2[CH:41]=[CH:40][C:37]([CH:38]=O)=[CH:36][CH:35]=2)[CH:32]=[CH:31][CH:30]=[N:29]1.[O-]S(S([O-])=O)=O.[Na+].[Na+]. (3) The reactants are: CC1C=CC(CN)=CC=1.[CH3:10][C:11]1[CH:34]=[CH:33][C:14]([CH2:15][NH:16][C:17]2[C:18]([NH2:32])=[CH:19][CH:20]=[C:21]([O:23][CH2:24][C:25]3[CH:30]=[CH:29][C:28]([CH3:31])=[CH:27][N:26]=3)[CH:22]=2)=[CH:13][CH:12]=1.[C:35]1(=[O:45])[C@@H:43]2[C@@H:38]([CH2:39][CH2:40][CH2:41][CH2:42]2)[C:37](=O)[O:36]1. Given the product [CH3:10][C:11]1[CH:12]=[CH:13][C:14]([CH2:15][N:16]2[C:17]3[CH:22]=[C:21]([O:23][CH2:24][C:25]4[CH:30]=[CH:29][C:28]([CH3:31])=[CH:27][N:26]=4)[CH:20]=[CH:19][C:18]=3[N:32]=[C:37]2[C@H:38]2[CH2:39][CH2:40][CH2:41][CH2:42][C@H:43]2[C:35]([OH:45])=[O:36])=[CH:33][CH:34]=1, predict the reactants needed to synthesize it. (4) The reactants are: BrC1C=CC2OC3C(=O)NC(C4CCN(C(OC(C)(C)C)=O)CC4)=NC=3C=2C=1.[Br:29][C:30]1[CH:31]=[CH:32][C:33]2[O:37][C:36]([C:38](=[O:40])[NH2:39])=[C:35]([NH:41][C:42]([C:44]3[CH:53]=[CH:52][CH:51]=[C:50]4[C:45]=3[CH2:46][CH2:47][N:48]([C:54]([O:56][C:57]([CH3:60])([CH3:59])[CH3:58])=[O:55])[CH2:49]4)=O)[C:34]=2[CH:61]=1.BrC1C=CC2OC(C(=O)N)=C(NC(C3CCN(C(OC(C)(C)C)=O)CC3)=O)C=2C=1. Given the product [Br:29][C:30]1[CH:31]=[CH:32][C:33]2[O:37][C:36]3[C:38](=[O:40])[NH:39][C:42]([C:44]4[CH:53]=[CH:52][CH:51]=[C:50]5[C:45]=4[CH2:46][CH2:47][N:48]([C:54]([O:56][C:57]([CH3:60])([CH3:59])[CH3:58])=[O:55])[CH2:49]5)=[N:41][C:35]=3[C:34]=2[CH:61]=1, predict the reactants needed to synthesize it. (5) Given the product [NH2:12][CH2:11][C:10]1[C:9]([O:13][CH3:14])=[N:8][C:7]([CH3:15])=[CH:6][C:5]=1[CH2:4][CH2:3][CH:2]([OH:1])[CH:16]=[CH2:17], predict the reactants needed to synthesize it. The reactants are: [OH:1][CH:2]([CH:16]=[CH2:17])[CH2:3][CH2:4][C:5]1[C:10]([C:11]#[N:12])=[C:9]([O:13][CH3:14])[N:8]=[C:7]([CH3:15])[CH:6]=1.[H-].[H-].[H-].[H-].[Li+].[Al+3].